The task is: Predict the product of the given reaction.. This data is from Forward reaction prediction with 1.9M reactions from USPTO patents (1976-2016). (1) Given the reactants [F:1][C:2]1[CH:29]=[CH:28][C:5]([CH2:6][NH:7][C:8]([N:10]2[CH2:15][CH2:14][N:13]([C:16]3[CH:17]=[N:18][CH:19]=[CH:20][C:21]=3[N:22]3[CH:26]=[C:25]([CH3:27])[CH:24]=[N:23]3)[CH2:12][CH2:11]2)=[O:9])=[CH:4][CH:3]=1.[H-].[Na+].[CH3:32]I.[Cl-].[NH4+], predict the reaction product. The product is: [F:1][C:2]1[CH:29]=[CH:28][C:5]([CH2:6][N:7]([CH3:32])[C:8]([N:10]2[CH2:15][CH2:14][N:13]([C:16]3[CH:17]=[N:18][CH:19]=[CH:20][C:21]=3[N:22]3[CH:26]=[C:25]([CH3:27])[CH:24]=[N:23]3)[CH2:12][CH2:11]2)=[O:9])=[CH:4][CH:3]=1. (2) Given the reactants I.[CH3:2][S:3][C:4]1[NH:5][CH2:6][CH2:7][N:8]=1.C(N(CC)CC)C.[CH3:16][O:17][C:18]1[CH:19]=[C:20]([CH:24]=[CH:25][CH:26]=1)[C:21](Cl)=[O:22], predict the reaction product. The product is: [CH3:16][O:17][C:18]1[CH:19]=[C:20]([C:21]([N:8]2[CH2:7][CH2:6][N:5]=[C:4]2[S:3][CH3:2])=[O:22])[CH:24]=[CH:25][CH:26]=1. (3) Given the reactants CC1C=CC(S(O[CH2:12][CH:13]2[CH2:17][C:16]3[CH:18]=[CH:19][C:20]([C:22]4[CH:27]=[CH:26][CH:25]=[CH:24][CH:23]=4)=[CH:21][C:15]=3[O:14]2)(=O)=O)=CC=1.[N-:28]=[N+:29]=[N-:30].[Na+].N(CC1CC2C=C(Cl)C=C(C3C=CSC=3)C=2O1)=[N+]=[N-], predict the reaction product. The product is: [C:22]1([C:20]2[CH:19]=[CH:18][C:16]3[CH2:17][CH:13]([CH2:12][N:28]=[N+:29]=[N-:30])[O:14][C:15]=3[CH:21]=2)[CH:27]=[CH:26][CH:25]=[CH:24][CH:23]=1. (4) The product is: [CH3:19][NH:20][C:21]1[CH:22]=[C:23]([C:27]2[CH:32]=[CH:31][C:30](/[CH:33]=[C:5](\[CH2:4][CH3:3])/[C:6]([O:8][CH2:9][CH3:10])=[O:7])=[CH:29][CH:28]=2)[CH:24]=[CH:25][CH:26]=1. Given the reactants [H-].[Na+].[CH3:3][CH2:4][CH:5](P(OCC)(OCC)=O)[C:6]([O:8][CH2:9][CH3:10])=[O:7].[CH3:19][NH:20][C:21]1[CH:22]=[C:23]([C:27]2[CH:32]=[CH:31][C:30]([CH:33]=O)=[CH:29][CH:28]=2)[CH:24]=[CH:25][CH:26]=1.[Cl-].[NH4+], predict the reaction product. (5) Given the reactants C1C(=O)N([Br:8])C(=O)C1.[C:9]([NH:12][C:13]1[CH:22]=[CH:21][C:20]([C:23]([O:25][CH3:26])=[O:24])=[C:19]2[C:14]=1[CH2:15][CH2:16][CH2:17][O:18]2)(=[O:11])[CH3:10], predict the reaction product. The product is: [C:9]([NH:12][C:13]1[C:22]([Br:8])=[CH:21][C:20]([C:23]([O:25][CH3:26])=[O:24])=[C:19]2[C:14]=1[CH2:15][CH2:16][CH2:17][O:18]2)(=[O:11])[CH3:10]. (6) Given the reactants [CH3:1][O:2][C:3](=[O:27])[CH:4]([C:9]1[CH:10]=[C:11]([C:16]2[CH:21]=[C:20]([C:22]([F:25])([F:24])[F:23])[CH:19]=[C:18]([F:26])[CH:17]=2)[CH:12]=[C:13]([OH:15])[CH:14]=1)[CH2:5][CH:6]([CH3:8])[CH3:7].[F:28][C:29]1[CH:30]=[C:31](B(O)O)[CH:32]=[C:33]([C:35]([F:38])([F:37])[F:36])[CH:34]=1, predict the reaction product. The product is: [CH3:1][O:2][C:3](=[O:27])[CH:4]([C:9]1[CH:10]=[C:11]([C:16]2[CH:21]=[C:20]([C:22]([F:24])([F:23])[F:25])[CH:19]=[C:18]([F:26])[CH:17]=2)[CH:12]=[C:13]([O:15][C:31]2[CH:32]=[C:33]([C:35]([F:37])([F:36])[F:38])[CH:34]=[C:29]([F:28])[CH:30]=2)[CH:14]=1)[CH2:5][CH:6]([CH3:8])[CH3:7]. (7) Given the reactants C(O[C:6](=[O:22])[N:7]([CH2:13][C:14]1[CH:19]=[CH:18][C:17]([O:20][CH3:21])=[CH:16][CH:15]=1)[N:8]1[CH:12]=[CH:11][CH:10]=[CH:9]1)(C)(C)C.[CH2:23]([O:25][C:26](=[O:38])[CH:27](C(OCC)=O)[C:28](OCC)=[O:29])[CH3:24], predict the reaction product. The product is: [CH2:23]([O:25][C:26]([C:27]1[C:6](=[O:22])[N:7]([CH2:13][C:14]2[CH:15]=[CH:16][C:17]([O:20][CH3:21])=[CH:18][CH:19]=2)[N:8]2[CH:9]=[CH:10][CH:11]=[C:12]2[C:28]=1[OH:29])=[O:38])[CH3:24].